This data is from Full USPTO retrosynthesis dataset with 1.9M reactions from patents (1976-2016). The task is: Predict the reactants needed to synthesize the given product. (1) The reactants are: [CH:1]1([N:4]([C:14]2[CH:19]=[CH:18][C:17]([N+:20]([O-])=O)=[CH:16][CH:15]=2)[C@H:5]2[CH2:9][CH2:8][N:7]([CH2:10][CH2:11][O:12][CH3:13])[CH2:6]2)[CH2:3][CH2:2]1.[NH4+].[Cl-]. Given the product [CH:1]1([N:4]([C@H:5]2[CH2:9][CH2:8][N:7]([CH2:10][CH2:11][O:12][CH3:13])[CH2:6]2)[C:14]2[CH:15]=[CH:16][C:17]([NH2:20])=[CH:18][CH:19]=2)[CH2:3][CH2:2]1, predict the reactants needed to synthesize it. (2) Given the product [OH:40][C:34]([CH2:41][OH:42])([CH2:35][OH:36])[CH2:33][CH2:32][C:29]1[CH:30]=[CH:31][C:26]([C@H:9]2[N:10]([C:13]3[CH:14]=[CH:15][C:16]([CH2:19][CH2:20][C:21]4[NH:25][N:24]=[CH:23][N:22]=4)=[CH:17][CH:18]=3)[C:11](=[O:12])[C@@H:8]2[CH2:7][CH2:6][C@@H:5]([C:46]2[CH:51]=[CH:50][C:49]([F:52])=[CH:48][CH:47]=2)[OH:4])=[CH:27][CH:28]=1, predict the reactants needed to synthesize it. The reactants are: C([O:4][C@H:5]([C:46]1[CH:51]=[CH:50][C:49]([F:52])=[CH:48][CH:47]=1)[CH2:6][CH2:7][C@H:8]1[C:11](=[O:12])[N:10]([C:13]2[CH:18]=[CH:17][C:16]([CH2:19][CH2:20][C:21]3[NH:25][N:24]=[CH:23][N:22]=3)=[CH:15][CH:14]=2)[C@@H:9]1[C:26]1[CH:31]=[CH:30][C:29]([CH2:32][CH2:33][C:34]([CH2:41][O:42]C(=O)C)([OH:40])[CH2:35][O:36]C(=O)C)=[CH:28][CH:27]=1)(=O)C.Cl. (3) The reactants are: [Br:1][C:2]1[CH:7]=[C:6]2[NH:8][CH2:9][C:10]3([CH2:15][CH2:14][S:13][CH2:12][CH2:11]3)[C:5]2=[CH:4][CH:3]=1.C(N(CC)CC)C.[C:23](Cl)(=[O:25])[CH3:24]. Given the product [C:23]([N:8]1[C:6]2[C:5](=[CH:4][CH:3]=[C:2]([Br:1])[CH:7]=2)[C:10]2([CH2:15][CH2:14][S:13][CH2:12][CH2:11]2)[CH2:9]1)(=[O:25])[CH3:24], predict the reactants needed to synthesize it. (4) Given the product [O:36]=[S:30]1(=[O:37])[CH2:34][CH2:33][CH:32]([NH:35][C:25](=[O:26])[CH:24]([N:22]2[CH:23]=[C:19]([C:4]3[CH:3]=[C:2]([CH3:1])[CH:7]=[C:6]([NH:8][C:9]4[CH:14]=[C:13]([C:15]([F:16])([F:18])[F:17])[CH:12]=[CH:11][N:10]=4)[N:5]=3)[N:20]=[N:21]2)[CH3:28])[CH2:31]1, predict the reactants needed to synthesize it. The reactants are: [CH3:1][C:2]1[CH:7]=[C:6]([NH:8][C:9]2[CH:14]=[C:13]([C:15]([F:18])([F:17])[F:16])[CH:12]=[CH:11][N:10]=2)[N:5]=[C:4]([C:19]2[N:20]=[N:21][N:22]([CH:24]([CH3:28])[C:25](O)=[O:26])[CH:23]=2)[CH:3]=1.Cl.[S:30]1(=[O:37])(=[O:36])[CH2:34][CH2:33][CH:32]([NH2:35])[CH2:31]1.C(N(C(C)C)C(C)C)C.C(P1(=O)OP(CCC)(=O)OP(CCC)(=O)O1)CC. (5) Given the product [F:1][C:2]1[N:10]=[C:9]2[C:5]([N:6]=[CH:7][NH:8]2)=[C:4]([NH:17][CH:18]([C:20]2[N:21]([C:32]3[CH:37]=[CH:36][CH:35]=[CH:34][CH:33]=3)[C:22](=[O:31])[C:23]3[C:28]([CH:29]=2)=[CH:27][CH:26]=[CH:25][C:24]=3[CH3:30])[CH3:19])[N:3]=1, predict the reactants needed to synthesize it. The reactants are: [F:1][C:2]1[N:10]=[C:9]2[C:5]([N:6]=[CH:7][N:8]2C2CCCCO2)=[C:4]([NH:17][CH:18]([C:20]2[N:21]([C:32]3[CH:37]=[CH:36][CH:35]=[CH:34][CH:33]=3)[C:22](=[O:31])[C:23]3[C:28]([CH:29]=2)=[CH:27][CH:26]=[CH:25][C:24]=3[CH3:30])[CH3:19])[N:3]=1.C([O-])(O)=O.[Na+].